This data is from Full USPTO retrosynthesis dataset with 1.9M reactions from patents (1976-2016). The task is: Predict the reactants needed to synthesize the given product. (1) Given the product [F:24][C:23]([F:26])([F:25])[C:1]([C:4]1[CH:11]=[CH:10][C:7]([C:8]#[N:9])=[CH:6][CH:5]=1)([OH:3])[CH3:2], predict the reactants needed to synthesize it. The reactants are: [C:1]([C:4]1[CH:11]=[CH:10][C:7]([C:8]#[N:9])=[CH:6][CH:5]=1)(=[O:3])[CH3:2].C1COCC1.[F-].[Cs+].C[Si]([C:23]([F:26])([F:25])[F:24])(C)C. (2) Given the product [N+:11]([C:3]1[CH:4]=[C:5]([C:8]([OH:10])=[O:9])[CH:6]=[N:7][C:2]=1[NH:17][CH2:14][CH:15]=[CH2:16])([O-:13])=[O:12], predict the reactants needed to synthesize it. The reactants are: Cl[C:2]1[N:7]=[CH:6][C:5]([C:8]([OH:10])=[O:9])=[CH:4][C:3]=1[N+:11]([O-:13])=[O:12].[CH2:14]([NH2:17])[CH:15]=[CH2:16]. (3) Given the product [C:13]([O:17][C:18](=[O:24])[CH2:19][S:20][C:21]1[NH:23][CH:3]=[C:4]([C:6]2[CH:7]=[N:8][CH:9]=[CH:10][CH:11]=2)[N:22]=1)([CH3:16])([CH3:14])[CH3:15], predict the reactants needed to synthesize it. The reactants are: Br.Br[CH2:3][C:4]([C:6]1[CH:7]=[N:8][CH:9]=[CH:10][CH:11]=1)=O.Br.[C:13]([O:17][C:18](=[O:24])[CH2:19][S:20][C:21](=[NH:23])[NH2:22])([CH3:16])([CH3:15])[CH3:14].C(N(C(C)C)CC)(C)C. (4) Given the product [Cl:1][C:2]1[N:7]=[CH:6][C:5]([NH:8][C:9](=[O:15])[O:10][C:11]([CH3:12])([CH3:13])[CH3:14])=[C:4]([CH:16]=[O:17])[CH:3]=1, predict the reactants needed to synthesize it. The reactants are: [Cl:1][C:2]1[N:7]=[CH:6][C:5]([NH:8][C:9](=[O:15])[O:10][C:11]([CH3:14])([CH3:13])[CH3:12])=[C:4]([CH2:16][OH:17])[CH:3]=1. (5) The reactants are: [C:1]([C:5]1[CH:9]=[C:8]([NH:10][C:11](=[O:36])[NH:12][CH2:13][C:14]2[CH:34]=[C:33]([F:35])[CH:32]=[CH:31][C:15]=2[O:16][C:17]2[CH:18]=[C:19]3[C:23](=[CH:24][CH:25]=2)[N:22]([CH2:26][C:27](OC)=[O:28])[N:21]=[CH:20]3)[N:7]([C:37]2[CH:42]=[CH:41][C:40]([CH3:43])=[CH:39][CH:38]=2)[N:6]=1)([CH3:4])([CH3:3])[CH3:2].[BH4-].[Na+]. Given the product [C:1]([C:5]1[CH:9]=[C:8]([NH:10][C:11]([NH:12][CH2:13][C:14]2[CH:34]=[C:33]([F:35])[CH:32]=[CH:31][C:15]=2[O:16][C:17]2[CH:18]=[C:19]3[C:23](=[CH:24][CH:25]=2)[N:22]([CH2:26][CH2:27][OH:28])[N:21]=[CH:20]3)=[O:36])[N:7]([C:37]2[CH:42]=[CH:41][C:40]([CH3:43])=[CH:39][CH:38]=2)[N:6]=1)([CH3:4])([CH3:3])[CH3:2], predict the reactants needed to synthesize it. (6) Given the product [CH:1]1([C@@H:7]([NH2:32])[C@H:8]([C:25]2[CH:30]=[CH:29][CH:28]=[CH:27][C:26]=2[F:31])[CH2:9][CH2:10][N:11]2[CH2:16][CH2:15][N:14]([C:17]3[CH:22]=[CH:21][CH:20]=[CH:19][C:18]=3[O:23][CH3:24])[CH2:13][CH2:12]2)[CH2:6][CH2:5][CH2:4][CH2:3][CH2:2]1, predict the reactants needed to synthesize it. The reactants are: [CH:1]1([C@H:7]([NH2:32])[C@@H:8]([C:25]2[CH:30]=[CH:29][CH:28]=[CH:27][C:26]=2[F:31])[CH2:9][CH2:10][N:11]2[CH2:16][CH2:15][N:14]([C:17]3[CH:22]=[CH:21][CH:20]=[CH:19][C:18]=3[O:23][CH3:24])[CH2:13][CH2:12]2)[CH2:6][CH2:5][CH2:4][CH2:3][CH2:2]1.